Task: Predict which catalyst facilitates the given reaction.. Dataset: Catalyst prediction with 721,799 reactions and 888 catalyst types from USPTO (1) Product: [CH3:9][N:10]1[CH:14]=[C:13]([NH:15][C:2]2[N:7]=[C:6]([NH2:8])[CH:5]=[CH:4][N:3]=2)[CH:12]=[N:11]1. The catalyst class is: 107. Reactant: Cl[C:2]1[N:7]=[C:6]([NH2:8])[CH:5]=[CH:4][N:3]=1.[CH3:9][N:10]1[CH:14]=[C:13]([NH2:15])[CH:12]=[N:11]1.FC(F)(F)C(O)=O.N.CO. (2) Reactant: Cl[C:2]1[CH:7]=[C:6]([N:8]2[CH2:13][CH2:12][O:11][CH2:10][CH2:9]2)[N:5]=[C:4]([N:14]2[C:18]3[CH:19]=[CH:20][CH:21]=[CH:22][C:17]=3[N:16]=[C:15]2[CH:23]([F:25])[F:24])[N:3]=1.[CH:26]12[N:33]([C:34]([O:36]C(C)(C)C)=O)[CH:30]([CH2:31][CH2:32]1)[CH2:29][NH:28][CH2:27]2.C(=O)([O-])[O-].[Na+].[Na+].[CH3:47][N:48](C=O)C. Product: [F:24][CH:23]([F:25])[C:15]1[N:14]([C:4]2[N:3]=[C:2]([N:28]3[CH2:27][CH:26]4[N:33]([C:34](=[O:36])[CH2:47][NH2:48])[CH:30]([CH2:31][CH2:32]4)[CH2:29]3)[CH:7]=[C:6]([N:8]3[CH2:9][CH2:10][O:11][CH2:12][CH2:13]3)[N:5]=2)[C:18]2[CH:19]=[CH:20][CH:21]=[CH:22][C:17]=2[N:16]=1. The catalyst class is: 6. (3) Reactant: [O:1]=[C:2]1[N:6]([C:7]2[CH:8]=[CH:9][C:10]3[C:16](=[O:17])[CH2:15][CH2:14][CH2:13][CH2:12][C:11]=3[CH:18]=2)[CH2:5][C@H:4]([CH2:19][NH:20][C:21](=[O:23])[CH3:22])[O:3]1.[OH:24][C:25]1[CH:32]=[CH:31][C:28]([CH:29]=O)=[CH:27][CH:26]=1.N1CCCCC1. Product: [OH:24][C:25]1[CH:32]=[CH:31][C:28]([CH:29]=[C:15]2[CH2:14][CH2:13][CH2:12][C:11]3[CH:18]=[C:7]([N:6]4[CH2:5][C@H:4]([CH2:19][NH:20][C:21](=[O:23])[CH3:22])[O:3][C:2]4=[O:1])[CH:8]=[CH:9][C:10]=3[C:16]2=[O:17])=[CH:27][CH:26]=1. The catalyst class is: 15. (4) Reactant: CC(C)([O-])C.[K+].[C:7]1(=[O:13])[CH2:12][CH2:11][CH2:10][CH2:9][CH2:8]1.[CH2:14](Br)[CH2:15][CH:16]=[CH2:17].CCOC(C)=O. Product: [CH2:17]([CH:8]1[CH2:9][CH2:10][CH2:11][CH2:12][C:7]1=[O:13])[CH2:16][CH:15]=[CH2:14]. The catalyst class is: 11. (5) Reactant: [Cl:1][C:2]1[CH:24]=[CH:23][C:5]([CH2:6][N:7]2[CH:11]=[CH:10][CH:9]=[C:8]2[C:12]([N:14]2[CH2:19][CH2:18][CH:17]([C:20](O)=[O:21])[CH2:16][CH2:15]2)=[O:13])=[CH:4][CH:3]=1.C(Cl)CCl.[CH:29]1[CH:30]=[CH:31][C:32]2N(O)N=[N:35][C:33]=2C=1.[N:39]1C=CC=[CH:41][C:40]=1CCN. Product: [Cl:1][C:2]1[CH:24]=[CH:23][C:5]([CH2:6][N:7]2[CH:11]=[CH:10][CH:9]=[C:8]2[C:12]([N:14]2[CH2:15][CH2:16][CH:17]([C:20]([NH:39][CH2:40][CH2:41][C:31]3[CH:30]=[CH:29][N:35]=[CH:33][CH:32]=3)=[O:21])[CH2:18][CH2:19]2)=[O:13])=[CH:4][CH:3]=1. The catalyst class is: 795.